This data is from Full USPTO retrosynthesis dataset with 1.9M reactions from patents (1976-2016). The task is: Predict the reactants needed to synthesize the given product. (1) Given the product [NH2:8][C:9]1[CH:14]=[CH:13][CH:12]=[CH:11][C:10]=1[NH:15][C:16](=[O:35])/[CH:17]=[CH:18]/[C:19]1[CH:20]=[N:21][N:22]([CH2:24][CH2:25][O:26][C:27]2[CH:32]=[C:31]([F:33])[CH:30]=[C:29]([Cl:34])[CH:28]=2)[CH:23]=1, predict the reactants needed to synthesize it. The reactants are: Cl.C(OC(=O)[NH:8][C:9]1[CH:14]=[CH:13][CH:12]=[CH:11][C:10]=1[NH:15][C:16](=[O:35])/[CH:17]=[CH:18]/[C:19]1[CH:20]=[N:21][N:22]([CH2:24][CH2:25][O:26][C:27]2[CH:32]=[C:31]([F:33])[CH:30]=[C:29]([Cl:34])[CH:28]=2)[CH:23]=1)(C)(C)C. (2) Given the product [CH2:1]([O:3][C:4](=[O:18])[CH2:5][O:6][C:7]1[C:16]2[C:11](=[CH:12][CH:13]=[CH:14][CH:15]=2)[C:10]([O:17][CH:20]([C:22]2[C:23]([CH3:38])=[N:24][C:25]([C:28]3[CH:33]=[CH:32][C:31]([C:34]([F:37])([F:35])[F:36])=[CH:30][CH:29]=3)=[CH:26][CH:27]=2)[CH3:21])=[CH:9][CH:8]=1)[CH3:2], predict the reactants needed to synthesize it. The reactants are: [CH2:1]([O:3][C:4](=[O:18])[CH2:5][O:6][C:7]1[C:16]2[C:11](=[CH:12][CH:13]=[CH:14][CH:15]=2)[C:10]([OH:17])=[CH:9][CH:8]=1)[CH3:2].Cl[CH:20]([C:22]1[C:23]([CH3:38])=[N:24][C:25]([C:28]2[CH:33]=[CH:32][C:31]([C:34]([F:37])([F:36])[F:35])=[CH:30][CH:29]=2)=[CH:26][CH:27]=1)[CH3:21].